This data is from Full USPTO retrosynthesis dataset with 1.9M reactions from patents (1976-2016). The task is: Predict the reactants needed to synthesize the given product. (1) Given the product [CH3:19][C@H:9]1[CH2:10][CH2:11][CH2:12][C@H:13]([CH2:14][CH2:15][CH:16]([CH3:18])[CH3:17])[NH:8]1, predict the reactants needed to synthesize it. The reactants are: C([N:8]1[C@@H:13]([CH2:14][CH2:15][CH:16]([CH3:18])[CH3:17])[CH2:12][CH2:11][CH2:10][C@@H:9]1[CH3:19])(OC(C)(C)C)=O. (2) Given the product [Cl:8][C:4]1[CH:5]=[CH:6][CH:7]=[C:2]2[C:3]=1[CH2:9][CH2:10][C:11](=[O:12])[N:13]2[CH3:14], predict the reactants needed to synthesize it. The reactants are: Br[C:2]1[CH:7]=[CH:6][CH:5]=[C:4]([Cl:8])[C:3]=1[CH2:9][CH2:10][C:11]([NH:13][CH3:14])=[O:12].C1(P(C2C=CC=CC=2)C2C=CC3C(=CC=CC=3)C=2C2C3C(=CC=CC=3)C=CC=2P(C2C=CC=CC=2)C2C=CC=CC=2)C=CC=CC=1.C(=O)([O-])[O-].[Cs+].[Cs+].C(OCC)(=O)C. (3) Given the product [CH3:25][O:17][C:16](=[O:18])[CH2:15][C:12]1[CH:13]=[CH:14][C:9]([N+:6]([O-:8])=[O:7])=[C:10]([O:19][CH2:20][C:21]([F:22])([F:23])[F:24])[CH:11]=1, predict the reactants needed to synthesize it. The reactants are: S(=O)(=O)(O)O.[N+:6]([C:9]1[CH:14]=[CH:13][C:12]([CH2:15][C:16]([OH:18])=[O:17])=[CH:11][C:10]=1[O:19][CH2:20][C:21]([F:24])([F:23])[F:22])([O-:8])=[O:7].[CH3:25]O. (4) Given the product [NH2:15][C:16]1[CH:17]=[C:18]2[C:23](=[CH:24][CH:25]=1)[N:22]=[C:21]([N:26]1[CH:30]=[C:29]([C:31]([OH:33])=[O:32])[CH:28]=[N:27]1)[NH:20][C:19]2=[O:34], predict the reactants needed to synthesize it. The reactants are: C(=O)C1C=CC=CC=1.C(C1C=C(C=CC=1)C[NH:15][C:16]1[CH:17]=[C:18]2[C:23](=[CH:24][CH:25]=1)[N:22]=[C:21]([N:26]1[CH:30]=[C:29]([C:31]([OH:33])=[O:32])[CH:28]=[N:27]1)[NH:20][C:19]2=[O:34])#N.C(C1C=C(C=CC=1)CNC1C=C2C(=CC=1)N=C(N1C=C(C(O)=O)C=N1)NC2=O)(=O)N.